Dataset: Reaction yield outcomes from USPTO patents with 853,638 reactions. Task: Predict the reaction yield, written as a fraction of the theoretical maximum amount of product (1.0 means a 100% yield; for example, 0.34 means a 34% yield). (1) The reactants are [H-].[Al+3].[Li+].[H-].[H-].[H-].[F:7][C:8]([F:27])([F:26])[C:9]1[CH:14]=[CH:13][C:12]([N:15]2[CH2:20][CH2:19][CH:18]([C:21](OCC)=[O:22])[CH2:17][CH2:16]2)=[CH:11][CH:10]=1.O.[OH-].[Na+]. The catalyst is C1COCC1. The product is [F:26][C:8]([F:7])([F:27])[C:9]1[CH:10]=[CH:11][C:12]([N:15]2[CH2:20][CH2:19][CH:18]([CH2:21][OH:22])[CH2:17][CH2:16]2)=[CH:13][CH:14]=1. The yield is 0.980. (2) The reactants are [NH2:1][C:2]1[C:10]2[C:5](=[N:6][CH:7]=[C:8]([Br:25])[C:9]=2[N:11]2[CH2:16][CH2:15][CH2:14][C@@H:13]([NH:17][C:18](=[O:24])[O:19][C:20]([CH3:23])([CH3:22])[CH3:21])[CH2:12]2)[NH:4][CH:3]=1.[F:26][CH2:27][CH2:28][C:29](O)=[O:30].C1N(P(Cl)(N2C(=O)OCC2)=O)C(=O)OC1.C(N(CC)CC)C.[Li+].[OH-]. The catalyst is C(Cl)Cl.CC#N.O.O. The product is [Br:25][C:8]1[C:9]([N:11]2[CH2:16][CH2:15][CH2:14][C@@H:13]([NH:17][C:18](=[O:24])[O:19][C:20]([CH3:21])([CH3:22])[CH3:23])[CH2:12]2)=[C:10]2[C:2]([NH:1][C:29](=[O:30])[CH2:28][CH2:27][F:26])=[CH:3][NH:4][C:5]2=[N:6][CH:7]=1. The yield is 0.150. (3) The reactants are CO[C:3](=[O:24])[C:4]1[CH:9]=[CH:8][C:7](/[CH:10]=[CH:11]/[C:12]2[C:13]([C:18]3[CH:23]=[CH:22][CH:21]=[CH:20][CH:19]=3)=[N:14][O:15][C:16]=2[CH3:17])=[N:6][CH:5]=1.[NH2:25][CH:26]1[CH2:31][CH2:30][O:29][CH2:28][CH2:27]1. No catalyst specified. The product is [CH3:17][C:16]1[O:15][N:14]=[C:13]([C:18]2[CH:19]=[CH:20][CH:21]=[CH:22][CH:23]=2)[C:12]=1/[CH:11]=[CH:10]/[C:7]1[CH:8]=[CH:9][C:4]([C:3]([NH:25][CH:26]2[CH2:31][CH2:30][O:29][CH2:28][CH2:27]2)=[O:24])=[CH:5][N:6]=1. The yield is 0.770. (4) The reactants are CN(C)CCCNC(C1C=C(C2C=CC(CSCCOC3C=CC=CC=3)=CC=2)C=CC=1)=O.[O:33]([CH2:40][CH2:41][S:42][CH2:43][C:44]1[CH:49]=[CH:48][CH:47]=[CH:46][C:45]=1[C:50]1[CH:55]=[CH:54][C:53]([C:56](O)=[O:57])=[CH:52][CH:51]=1)[C:34]1[CH:39]=[CH:38][CH:37]=[CH:36][CH:35]=1.[CH3:59][N:60]([CH3:66])[CH2:61][CH2:62][CH2:63][CH2:64][NH2:65]. The catalyst is C1COCC1. The product is [CH3:59][N:60]([CH3:66])[CH2:61][CH2:62][CH2:63][CH2:64][NH:65][C:56]([C:53]1[CH:52]=[CH:51][C:50]([C:45]2[CH:46]=[CH:47][CH:48]=[CH:49][C:44]=2[CH2:43][S:42][CH2:41][CH2:40][O:33][C:34]2[CH:39]=[CH:38][CH:37]=[CH:36][CH:35]=2)=[CH:55][CH:54]=1)=[O:57]. The yield is 0.620. (5) The reactants are Cl[C:2]1[CH:7]=[CH:6][N:5]=[CH:4][C:3]=1[N+:8]([O-:10])=[O:9].[F:11][C:12]([F:28])([F:27])[C@H:13]1[CH2:18][NH:17][CH2:16][C@@H:15]([NH:19][C:20](=[O:26])[O:21][C:22]([CH3:25])([CH3:24])[CH3:23])[CH2:14]1.CCN(C(C)C)C(C)C. The catalyst is C(O)(C)C. The product is [N+:8]([C:3]1[CH:4]=[N:5][CH:6]=[CH:7][C:2]=1[N:17]1[CH2:18][C@H:13]([C:12]([F:28])([F:27])[F:11])[CH2:14][C@H:15]([NH:19][C:20](=[O:26])[O:21][C:22]([CH3:24])([CH3:23])[CH3:25])[CH2:16]1)([O-:10])=[O:9]. The yield is 0.800.